This data is from Full USPTO retrosynthesis dataset with 1.9M reactions from patents (1976-2016). The task is: Predict the reactants needed to synthesize the given product. (1) Given the product [CH2:1]([N:5]1[CH2:6][CH2:7][C:8]([NH:15][C:16]([C:18]2[C:27]([NH:28][C:29]([NH:31][C:32]3[C:37]([CH3:38])=[CH:36][C:35]([CH3:39])=[CH:34][C:33]=3[CH3:40])=[O:30])=[CH:26][C:25]3[C:20](=[CH:21][CH:22]=[CH:23][CH:24]=3)[CH:19]=2)=[O:17])([C:11]([OH:13])=[O:12])[CH2:9][CH2:10]1)[CH2:2][CH2:3][CH3:4], predict the reactants needed to synthesize it. The reactants are: [CH2:1]([N:5]1[CH2:10][CH2:9][C:8]([NH:15][C:16]([C:18]2[C:27]([NH:28][C:29]([NH:31][C:32]3[C:37]([CH3:38])=[CH:36][C:35]([CH3:39])=[CH:34][C:33]=3[CH3:40])=[O:30])=[CH:26][C:25]3[C:20](=[CH:21][CH:22]=[CH:23][CH:24]=3)[CH:19]=2)=[O:17])([C:11]([O:13]C)=[O:12])[CH2:7][CH2:6]1)[CH2:2][CH2:3][CH3:4].Cl. (2) Given the product [F:78][C:72]1[C:73]([F:77])=[CH:74][CH:75]=[CH:76][C:71]=1[CH2:70][S:69][C:52]1[N:51]=[C:50]([NH:8][S:5]([N:1]2[CH2:4][CH2:3][CH2:2]2)(=[O:7])=[O:6])[CH:55]=[C:54]([O:56][C@H:57]([C@H:59]2[CH2:63][O:62][C:61]3([CH2:68][CH2:67][CH2:66][CH2:65][CH2:64]3)[O:60]2)[CH3:58])[N:53]=1, predict the reactants needed to synthesize it. The reactants are: [N:1]1([S:5]([NH2:8])(=[O:7])=[O:6])[CH2:4][CH2:3][CH2:2]1.C1(P(C2CCCCC2)C2C=CC=CC=2C2C(C(C)C)=CC(C(C)C)=CC=2C(C)C)CCCCC1.C(=O)([O-])[O-].[Cs+].[Cs+].Cl[C:50]1[CH:55]=[C:54]([O:56][C@H:57]([C@H:59]2[CH2:63][O:62][C:61]3([CH2:68][CH2:67][CH2:66][CH2:65][CH2:64]3)[O:60]2)[CH3:58])[N:53]=[C:52]([S:69][CH2:70][C:71]2[CH:76]=[CH:75][CH:74]=[C:73]([F:77])[C:72]=2[F:78])[N:51]=1.[Cl-].[NH4+].